The task is: Predict the product of the given reaction.. This data is from Forward reaction prediction with 1.9M reactions from USPTO patents (1976-2016). (1) Given the reactants [Cl:1][C:2]1[CH:3]=[CH:4][C:5]([OH:10])=[C:6]([CH:9]=1)[CH:7]=O.[C:11](#[N:14])[CH:12]=[CH2:13].C1N2CCN(CC2)C1, predict the reaction product. The product is: [Cl:1][C:2]1[CH:9]=[C:6]2[C:5](=[CH:4][CH:3]=1)[O:10][CH2:13][C:12]([C:11]#[N:14])=[CH:7]2. (2) Given the reactants Cl[C:2]1[N:7]=[C:6]([NH:8][C@H:9]([C:11]2[N:16]=[CH:15][C:14]([F:17])=[CH:13][N:12]=2)[CH3:10])[N:5]=[C:4]([NH:18][C:19]2[N:20]=[CH:21][N:22]([CH:24]([CH3:26])[CH3:25])[CH:23]=2)[N:3]=1.[NH:27]1[CH2:32][CH2:31][O:30][CH2:29][CH2:28]1, predict the reaction product. The product is: [F:17][C:14]1[CH:13]=[N:12][C:11]([C@@H:9]([NH:8][C:6]2[N:5]=[C:4]([NH:18][C:19]3[N:20]=[CH:21][N:22]([CH:24]([CH3:26])[CH3:25])[CH:23]=3)[N:3]=[C:2]([N:27]3[CH2:32][CH2:31][O:30][CH2:29][CH2:28]3)[N:7]=2)[CH3:10])=[N:16][CH:15]=1.